This data is from Forward reaction prediction with 1.9M reactions from USPTO patents (1976-2016). The task is: Predict the product of the given reaction. (1) The product is: [C:16]([C:14]1[CH:15]=[C:10]([NH:9][C:8]([NH:31][C:30]2[CH:32]=[CH:33][C:34]([O:37][C:38]3[CH:43]=[CH:42][N:41]=[C:40]([Cl:44])[N:39]=3)=[C:35]([Cl:36])[C:29]=2[Cl:28])=[O:27])[C:11]([O:25][CH3:26])=[C:12]([NH:20][S:21]([CH3:24])(=[O:23])=[O:22])[CH:13]=1)([CH3:17])([CH3:18])[CH3:19]. Given the reactants C1(O[C:8](=[O:27])[NH:9][C:10]2[CH:15]=[C:14]([C:16]([CH3:19])([CH3:18])[CH3:17])[CH:13]=[C:12]([NH:20][S:21]([CH3:24])(=[O:23])=[O:22])[C:11]=2[O:25][CH3:26])C=CC=CC=1.[Cl:28][C:29]1[C:35]([Cl:36])=[C:34]([O:37][C:38]2[CH:43]=[CH:42][N:41]=[C:40]([Cl:44])[N:39]=2)[CH:33]=[CH:32][C:30]=1[NH2:31].CCN(CC)CC, predict the reaction product. (2) Given the reactants F[C:2]1[CH:7]=[CH:6][CH:5]=[C:4]([N:8]2[CH:12]=[C:11]([C:13]#[C:14][C:15]3[CH:20]=[CH:19][N:18]=[C:17]([Cl:21])[CH:16]=3)[N:10]=[C:9]2[CH3:22])[N:3]=1.[OH-:23].[K+], predict the reaction product. The product is: [Cl:21][C:17]1[CH:16]=[C:15]([C:14]#[C:13][C:11]2[N:10]=[C:9]([CH3:22])[N:8]([C:4]3[N:3]=[C:2]([OH:23])[CH:7]=[CH:6][CH:5]=3)[CH:12]=2)[CH:20]=[CH:19][N:18]=1. (3) Given the reactants O.O[N:3]1C2C=CC=CC=2N=N1.[C:12]([O:16][C:17]([N:19]1[CH2:24][CH2:23][CH:22]([CH:25]2[CH2:30][CH2:29][N:28]([C:31]3[CH:36]=[CH:35][C:34]([CH2:37][C:38](O)=[O:39])=[CH:33][CH:32]=3)[CH2:27][CH2:26]2)[CH2:21][CH2:20]1)=[O:18])([CH3:15])([CH3:14])[CH3:13].C(Cl)CCl, predict the reaction product. The product is: [C:12]([O:16][C:17]([N:19]1[CH2:20][CH2:21][CH:22]([CH:25]2[CH2:30][CH2:29][N:28]([C:31]3[CH:32]=[CH:33][C:34]([CH2:37][C:38]([NH2:3])=[O:39])=[CH:35][CH:36]=3)[CH2:27][CH2:26]2)[CH2:23][CH2:24]1)=[O:18])([CH3:15])([CH3:14])[CH3:13]. (4) Given the reactants [OH:1][C:2]1[N:10]=[CH:9][CH:8]=[CH:7][C:3]=1[C:4]([OH:6])=[O:5].O.[OH-].[K+].[F:14][C:15]1[CH:16]=[C:17]([CH:20]=[C:21]([F:23])[CH:22]=1)[CH2:18]Br, predict the reaction product. The product is: [F:14][C:15]1[CH:16]=[C:17]([CH:20]=[C:21]([F:23])[CH:22]=1)[CH2:18][N:10]1[CH:9]=[CH:8][CH:7]=[C:3]([C:4]([OH:6])=[O:5])[C:2]1=[O:1]. (5) Given the reactants [CH2:1]([O:8][C:9]1[CH:14]=[CH:13][N:12]([CH:15]2[CH2:20][CH2:19][N:18]([C:21]([O:23][C:24]([CH3:27])([CH3:26])[CH3:25])=[O:22])[CH2:17][CH2:16]2)[C:11](=[O:28])[C:10]=1I)[C:2]1[CH:7]=[CH:6][CH:5]=[CH:4][CH:3]=1.[CH2:30](N(CC)CC)[CH3:31].ClCCl, predict the reaction product. The product is: [CH2:1]([O:8][C:9]1[CH:14]=[CH:13][N:12]([CH:15]2[CH2:20][CH2:19][N:18]([C:21]([O:23][C:24]([CH3:27])([CH3:26])[CH3:25])=[O:22])[CH2:17][CH2:16]2)[C:11](=[O:28])[C:10]=1[CH:30]=[CH2:31])[C:2]1[CH:7]=[CH:6][CH:5]=[CH:4][CH:3]=1. (6) Given the reactants [N+:1]([O-:4])(O)=[O:2].C([O:8][C:9]1[CH:18]=[C:17]2[C:12]([C:13]3[CH2:23][CH2:22][CH2:21][CH2:20][C:14]=3[C:15](=[O:19])[O:16]2)=[CH:11][C:10]=1[O:24]C(=O)C)(=O)C, predict the reaction product. The product is: [OH:24][C:10]1[C:11]([N+:1]([O-:4])=[O:2])=[C:12]2[C:17](=[CH:18][C:9]=1[OH:8])[O:16][C:15](=[O:19])[C:14]1[CH2:20][CH2:21][CH2:22][CH2:23][C:13]2=1. (7) Given the reactants Br[CH2:2][CH2:3][CH2:4][O:5][CH:4]1[CH2:3][CH2:2]CC[O:5]1.[ClH:12].[CH:13]1[C:22]2[C:17](=[C:18]([NH:23][CH:24]3[CH2:29][CH2:28][NH:27][CH2:26][CH2:25]3)[CH:19]=[CH:20][CH:21]=2)[CH:16]=[CH:15][N:14]=1, predict the reaction product. The product is: [ClH:12].[OH:5][CH2:4][CH2:3][CH2:2][N:27]1[CH2:28][CH2:29][CH:24]([NH:23][C:18]2[CH:19]=[CH:20][CH:21]=[C:22]3[C:17]=2[CH:16]=[CH:15][N:14]=[CH:13]3)[CH2:25][CH2:26]1. (8) The product is: [Si:1]([O:8][CH2:9][CH2:10][CH:11]1[C:16]2[S:17][C:18]([C:21]([NH2:23])=[O:22])=[C:19]([F:43])[C:15]=2[CH2:14][CH2:13][O:12]1)([C:4]([CH3:7])([CH3:6])[CH3:5])([CH3:3])[CH3:2]. Given the reactants [Si:1]([O:8][CH2:9][CH2:10][CH:11]1[C:16]2[S:17][C:18]([C:21]([NH2:23])=[O:22])=[C:19](Cl)[C:15]=2[CH2:14][CH2:13][O:12]1)([C:4]([CH3:7])([CH3:6])[CH3:5])([CH3:3])[CH3:2].[Si](OCCC1C2SC(C(O)=O)=C([F:43])C=2CCO1)(C(C)(C)C)(C)C, predict the reaction product. (9) Given the reactants Br[C:2]1[CH:3]=[C:4]([C:9]([OH:11])=O)[CH:5]=[N:6][C:7]=1Cl.[CH:12]1([CH2:17][OH:18])[CH2:16][CH2:15][CH2:14][CH2:13]1.[Cl:19][C:20]1[CH:25]=[CH:24][C:23](B(O)O)=[CH:22][CH:21]=1.Cl.[NH2:30][C@@H:31]1[CH2:36][CH2:35][CH2:34][CH2:33][C@H:32]1[OH:37], predict the reaction product. The product is: [Cl:19][C:20]1[CH:25]=[CH:24][C:23]([C:2]2[C:7]([O:18][CH2:17][CH:12]3[CH2:16][CH2:15][CH2:14][CH2:13]3)=[N:6][CH:5]=[C:4]([CH:3]=2)[C:9]([NH:30][C@@H:31]2[CH2:36][CH2:35][CH2:34][CH2:33][C@H:32]2[OH:37])=[O:11])=[CH:22][CH:21]=1.